Dataset: Forward reaction prediction with 1.9M reactions from USPTO patents (1976-2016). Task: Predict the product of the given reaction. (1) The product is: [CH2:1]([C:3]1[CH:8]=[N:7][C:6]([O:9][CH:10]2[CH2:11][CH2:12][CH:13]([C:16]([NH:31][CH2:30][C:27]3[CH:26]=[CH:25][C:24]([S:21]([CH3:20])(=[O:23])=[O:22])=[CH:29][CH:28]=3)=[O:18])[CH2:14][CH2:15]2)=[N:5][CH:4]=1)[CH3:2]. Given the reactants [CH2:1]([C:3]1[CH:4]=[N:5][C:6]([O:9][CH:10]2[CH2:15][CH2:14][CH:13]([C:16]([OH:18])=O)[CH2:12][CH2:11]2)=[N:7][CH:8]=1)[CH3:2].Cl.[CH3:20][S:21]([C:24]1[CH:29]=[CH:28][C:27]([CH2:30][NH2:31])=[CH:26][CH:25]=1)(=[O:23])=[O:22].C(Cl)CCl.C1C=CC2N(O)N=NC=2C=1.CCN(C(C)C)C(C)C, predict the reaction product. (2) Given the reactants Cl.[NH2:2][C@@H:3]1[CH2:5][C@H:4]1[C:6]1[CH:11]=[CH:10][C:9]([NH:12][C:13](=[O:21])[C:14]2[CH:19]=[CH:18][CH:17]=[C:16]([Br:20])[CH:15]=2)=[CH:8][CH:7]=1.C(=O)([O-])O.[Na+].[BH4-].[Na+].O, predict the reaction product. The product is: [Br:20][C:16]1[CH:15]=[C:14]([CH:19]=[CH:18][CH:17]=1)[C:13]([NH:12][C:9]1[CH:10]=[CH:11][C:6]([C@@H:4]2[CH2:5][C@H:3]2[NH:2][CH2:5][CH2:3][CH2:4][CH2:6][CH2:7][CH2:8][CH2:9][CH3:10])=[CH:7][CH:8]=1)=[O:21]. (3) Given the reactants O=[C:2]([CH3:9])[CH2:3][C:4]([O:6][CH2:7][CH3:8])=[O:5].C(OC(=O)C)(=O)C.[Br:17][CH2:18][CH2:19][O:20][C:21]1[CH:22]=[C:23]2[C:28](=[CH:29][CH:30]=1)[N+:27]([O-])=CC=[CH:24]2, predict the reaction product. The product is: [Br:17][CH2:18][CH2:19][O:20][C:21]1[CH:22]=[C:23]2[C:28](=[CH:29][CH:30]=1)[N:27]=[C:2]([CH2:3][C:4]([O:6][CH2:7][CH3:8])=[O:5])[CH:9]=[CH:24]2. (4) Given the reactants CC(C)([O-])C.[K+].F[C:8]1[C:13]([N+:14]([O-:16])=[O:15])=[CH:12][CH:11]=[CH:10][C:9]=1[NH:17][C:18]([NH:20][C:21](=[O:29])[C:22]1[CH:27]=[CH:26][C:25]([CH3:28])=[CH:24][CH:23]=1)=[S:19].Cl, predict the reaction product. The product is: [CH3:28][C:25]1[CH:26]=[CH:27][C:22]([C:21]([NH:20][C:18]2[S:19][C:10]3[CH:11]=[CH:12][C:13]([N+:14]([O-:16])=[O:15])=[CH:8][C:9]=3[N:17]=2)=[O:29])=[CH:23][CH:24]=1. (5) Given the reactants [N+:1]([C:4]1[CH:9]=[CH:8][CH:7]=[CH:6][C:5]=1[OH:10])([O-:3])=[O:2].[CH3:11][N:12]([CH3:16])[CH2:13][CH2:14]O.C1C=CC(P(C2C=CC=CC=2)C2C=CC=CC=2)=CC=1.CC(OC(/N=N/C(OC(C)C)=O)=O)C, predict the reaction product. The product is: [CH3:11][N:12]([CH3:16])[CH2:13][CH2:14][O:10][C:5]1[CH:6]=[CH:7][CH:8]=[CH:9][C:4]=1[N+:1]([O-:3])=[O:2]. (6) Given the reactants [C:1]([O:5][C:6]([NH:8][CH2:9][CH2:10][NH:11][CH2:12][CH:13]([OH:24])[CH2:14][O:15][C:16]1[CH:21]=[CH:20][CH:19]=[CH:18][C:17]=1[O:22][CH3:23])=[O:7])([CH3:4])([CH3:3])[CH3:2].C(N(C(C)C)CC)(C)C.[Cl:34][CH2:35][C:36](Cl)=[O:37], predict the reaction product. The product is: [C:1]([O:5][C:6]([NH:8][CH2:9][CH2:10][N:11]([CH2:12][CH:13]([OH:24])[CH2:14][O:15][C:16]1[CH:21]=[CH:20][CH:19]=[CH:18][C:17]=1[O:22][CH3:23])[C:36](=[O:37])[CH2:35][Cl:34])=[O:7])([CH3:4])([CH3:3])[CH3:2]. (7) Given the reactants [NH:1]1[CH:5]=[CH:4][C:3]([NH2:6])=[N:2]1.O=[C:8]([CH2:14][C:15]([O-])=[O:16])[C:9]([O:11][CH2:12][CH3:13])=[O:10], predict the reaction product. The product is: [OH:16][C:15]1[N:2]2[N:1]=[CH:5][CH:4]=[C:3]2[N:6]=[C:8]([C:9]([O:11][CH2:12][CH3:13])=[O:10])[CH:14]=1.